Dataset: Full USPTO retrosynthesis dataset with 1.9M reactions from patents (1976-2016). Task: Predict the reactants needed to synthesize the given product. (1) The reactants are: [CH3:1][C:2]1[CH:7]=[CH:6][C:5]([Mg]Br)=[CH:4][CH:3]=1.[Al+3:10].[Cl-].[Cl-].[Cl-]. Given the product [CH3:1][C:2]1[CH:7]=[CH:6][C:5]([Al:10]([C:5]2[CH:6]=[CH:7][C:2]([CH3:1])=[CH:3][CH:4]=2)[C:5]2[CH:6]=[CH:7][C:2]([CH3:1])=[CH:3][CH:4]=2)=[CH:4][CH:3]=1, predict the reactants needed to synthesize it. (2) Given the product [C:35]([O:34][C:32]([N:29]1[CH2:30][CH2:31][C:26]([CH2:39][CH:40]2[CH2:41][CH2:42]2)([C:24]([OH:25])=[O:23])[CH2:27][CH2:28]1)=[O:33])([CH3:38])([CH3:36])[CH3:37], predict the reactants needed to synthesize it. The reactants are: [OH-].[K+].C1OCCOCCOCCOCCOCCOC1.C([O:23][C:24]([C:26]1([CH2:39][CH:40]2[CH2:42][CH2:41]2)[CH2:31][CH2:30][N:29]([C:32]([O:34][C:35]([CH3:38])([CH3:37])[CH3:36])=[O:33])[CH2:28][CH2:27]1)=[O:25])C.Cl. (3) Given the product [C:17]([O:21][C:22](=[O:37])[CH:23]([NH:36][CH2:3][C:4]1[N:5]=[C:6]2[C:11](=[N:12][CH:13]=1)[N:10]=[C:9]([NH2:14])[N:8]=[C:7]2[NH2:15])[CH2:24][C:25]1[CH:26]=[CH:27][C:28]([O:31][C:32]([CH3:35])([CH3:34])[CH3:33])=[CH:29][CH:30]=1)([CH3:18])([CH3:20])[CH3:19], predict the reactants needed to synthesize it. The reactants are: Br.Br[CH2:3][C:4]1[N:5]=[C:6]2[C:11](=[N:12][CH:13]=1)[N:10]=[C:9]([NH2:14])[N:8]=[C:7]2[NH2:15].Cl.[C:17]([O:21][C:22](=[O:37])[CH:23]([NH2:36])[CH2:24][C:25]1[CH:30]=[CH:29][C:28]([O:31][C:32]([CH3:35])([CH3:34])[CH3:33])=[CH:27][CH:26]=1)([CH3:20])([CH3:19])[CH3:18].C(N(C(C)C)C(C)C)C.C(=O)(O)[O-]. (4) Given the product [Br:1][CH2:2][C:3]([N:24]([CH2:25][CH2:26][CH2:27][CH2:28][CH2:29][CH2:30][CH2:31][CH2:32][CH2:33][CH2:34][CH2:35][CH2:36][CH2:37][CH2:38][CH2:39][CH2:40][CH2:41][CH3:42])[CH2:6][CH2:7][CH2:8][CH2:9][CH2:10][CH2:11][CH2:12][CH2:13][CH2:14][CH2:15][CH2:16][CH2:17][CH2:18][CH2:19][CH2:20][CH2:21][CH2:22][CH3:23])=[O:4], predict the reactants needed to synthesize it. The reactants are: [Br:1][CH2:2][C:3](Br)=[O:4].[CH2:6]([NH:24][CH2:25][CH2:26][CH2:27][CH2:28][CH2:29][CH2:30][CH2:31][CH2:32][CH2:33][CH2:34][CH2:35][CH2:36][CH2:37][CH2:38][CH2:39][CH2:40][CH2:41][CH3:42])[CH2:7][CH2:8][CH2:9][CH2:10][CH2:11][CH2:12][CH2:13][CH2:14][CH2:15][CH2:16][CH2:17][CH2:18][CH2:19][CH2:20][CH2:21][CH2:22][CH3:23].CCN(CC)CC. (5) Given the product [CH:24]1([C:21]2[CH:22]=[CH:23][C:15]([NH:14][C:11]3[CH:10]=[N:9][C:8]([C:3]4[CH:4]=[CH:5][CH:6]=[CH:7][C:2]=4[CH:27]4[CH2:29][CH2:28]4)=[N:13][CH:12]=3)=[C:16]([CH:20]=2)[C:17]([OH:19])=[O:18])[CH2:26][CH2:25]1, predict the reactants needed to synthesize it. The reactants are: Cl[C:2]1[CH:7]=[CH:6][CH:5]=[CH:4][C:3]=1[C:8]1[N:13]=[CH:12][C:11]([NH:14][C:15]2[CH:23]=[CH:22][C:21]([CH:24]3[CH2:26][CH2:25]3)=[CH:20][C:16]=2[C:17]([OH:19])=[O:18])=[CH:10][N:9]=1.[CH:27]1(B(O)O)[CH2:29][CH2:28]1.[O-]P([O-])([O-])=O.[K+].[K+].[K+].C1(P(C2CCCCC2)C2CCCCC2)CCCCC1.